From a dataset of Full USPTO retrosynthesis dataset with 1.9M reactions from patents (1976-2016). Predict the reactants needed to synthesize the given product. (1) The reactants are: [CH3:1][C:2]1[C:3](B2OC(C)(C)C(C)(C)O2)=[C:4]([NH:8]C(=O)OC(C)(C)C)[CH:5]=[CH:6][CH:7]=1.Br[C:26]1[C:27]([C:32]#[N:33])=[N:28][CH:29]=[CH:30][CH:31]=1.C(=O)([O-])[O-].[K+].[K+].C(OCC)(=O)C. Given the product [CH3:1][C:2]1[C:3]2=[C:26]3[C:27](=[C:32]([NH2:33])[N:8]=[C:4]2[CH:5]=[CH:6][CH:7]=1)[N:28]=[CH:29][CH:30]=[CH:31]3, predict the reactants needed to synthesize it. (2) The reactants are: NN.[F:3][C:4]1[C:9]([F:10])=[CH:8][CH:7]=[CH:6][C:5]=1[C@@H:11]1[CH2:21][CH2:20][C@@H:19]([N:22]2C(=O)C3C(=CC=CC=3)C2=O)[C:14]2=[N:15][CH:16]=[CH:17][CH:18]=[C:13]2[C@H:12]1[NH:33][C:34](=[O:40])[O:35][C:36]([CH3:39])([CH3:38])[CH3:37]. Given the product [NH2:22][C@H:19]1[C:14]2=[N:15][CH:16]=[CH:17][CH:18]=[C:13]2[C@@H:12]([NH:33][C:34](=[O:40])[O:35][C:36]([CH3:39])([CH3:38])[CH3:37])[C@H:11]([C:5]2[CH:6]=[CH:7][CH:8]=[C:9]([F:10])[C:4]=2[F:3])[CH2:21][CH2:20]1, predict the reactants needed to synthesize it. (3) Given the product [F:1][C:2]1[CH:3]=[N:4][C:5]([NH:8][C:9]2[S:10][C:11]3[CH2:17][CH2:16][N:15]([C@@H:18]([CH3:22])[CH2:19][O:20][CH3:21])[C:14]4=[N:23][NH:24][CH:25]=[C:13]4[C:12]=3[N:35]=2)=[N:6][CH:7]=1, predict the reactants needed to synthesize it. The reactants are: [F:1][C:2]1[CH:3]=[N:4][C:5]([NH:8][C:9]2[S:10][C:11]3[CH2:17][CH2:16][N:15]([C@@H:18]([CH3:22])[CH2:19][O:20][CH3:21])[C:14]4[N:23](CC5C=CC(OC)=CC=5)[N:24]=[CH:25][C:13]=4[C:12]=3[N:35]=2)=[N:6][CH:7]=1.